From a dataset of Forward reaction prediction with 1.9M reactions from USPTO patents (1976-2016). Predict the product of the given reaction. (1) Given the reactants [N:1]([C@@H:4]1[CH2:8][C@@H:7]([CH2:9][O:10][Si:11]([C:14]([CH3:17])([CH3:16])[CH3:15])([CH3:13])[CH3:12])[C@@H:6]([O:18][Si:19]([C:22]([CH3:25])([CH3:24])[CH3:23])([CH3:21])[CH3:20])[CH2:5]1)=[N+]=[N-].CCOC(C)=O, predict the reaction product. The product is: [Si:19]([O:18][C@@H:6]1[C@H:7]([CH2:9][O:10][Si:11]([C:14]([CH3:17])([CH3:16])[CH3:15])([CH3:12])[CH3:13])[CH2:8][C@@H:4]([NH2:1])[CH2:5]1)([C:22]([CH3:25])([CH3:24])[CH3:23])([CH3:21])[CH3:20]. (2) Given the reactants [CH3:1][CH:2]([CH3:8])[C:3](=[O:7])[CH2:4][C:5]#[N:6].[CH2:9](O)[CH2:10][OH:11].Cl[Si](C)(C)C.C(=O)(O)[O-].[Na+], predict the reaction product. The product is: [CH:2]([C:3]1([CH2:4][C:5]#[N:6])[O:11][CH2:10][CH2:9][O:7]1)([CH3:8])[CH3:1]. (3) Given the reactants [NH2:1][C:2]1[C:3]([C:8]([NH2:10])=[O:9])=[N:4][CH:5]=[CH:6][N:7]=1.[Br:11]Br.C([O-])([O-])=O.[Na+].[Na+], predict the reaction product. The product is: [NH2:1][C:2]1[C:3]([C:8]([NH2:10])=[O:9])=[N:4][C:5]([Br:11])=[CH:6][N:7]=1.